This data is from Full USPTO retrosynthesis dataset with 1.9M reactions from patents (1976-2016). The task is: Predict the reactants needed to synthesize the given product. Given the product [CH2:33]([NH:40][C:19](=[O:21])[C:18]1[CH:17]=[CH:16][C:15]([N:3]2[C:2](=[O:1])[C:6]3[N:7]=[N:8][C:9]4[CH:10]=[CH:11][CH:12]=[CH:13][C:14]=4[C:5]=3[NH:4]2)=[CH:23][CH:22]=1)[C:34]1[CH:39]=[CH:38][CH:37]=[CH:36][CH:35]=1, predict the reactants needed to synthesize it. The reactants are: [O:1]=[C:2]1[C:6]2[N:7]=[N:8][C:9]3[CH:10]=[CH:11][CH:12]=[CH:13][C:14]=3[C:5]=2[NH:4][N:3]1[C:15]1[CH:23]=[CH:22][C:18]([C:19]([OH:21])=O)=[CH:17][CH:16]=1.C(N(C(C)C)CC)(C)C.[CH2:33]([NH2:40])[C:34]1[CH:39]=[CH:38][CH:37]=[CH:36][CH:35]=1.CN(C(ON1N=NC2C=CC=CC1=2)=[N+](C)C)C.F[P-](F)(F)(F)(F)F.